Dataset: Catalyst prediction with 721,799 reactions and 888 catalyst types from USPTO. Task: Predict which catalyst facilitates the given reaction. (1) Reactant: [NH2:1][C:2]1[C:3]2[C:10]([C:11]3[CH:16]=[CH:15][CH:14]=[C:13]([O:17][CH2:18][C:19]4[CH:24]=[CH:23][CH:22]=[CH:21][CH:20]=4)[CH:12]=3)=[C:9]([CH2:25][CH3:26])[N:8]([C@@H:27]3[CH2:30][C@H:29]([CH2:31]O)[CH2:28]3)[C:4]=2[N:5]=[CH:6][N:7]=1.C1(C)C=CC(S(Cl)(=O)=O)=CC=1.[NH:44]1[CH2:48][CH2:47][CH2:46][CH2:45]1. Product: [CH2:18]([O:17][C:13]1[CH:12]=[C:11]([C:10]2[C:3]3[C:2]([NH2:1])=[N:7][CH:6]=[N:5][C:4]=3[N:8]([C@H:27]3[CH2:28][C@@H:29]([CH2:31][N:44]4[CH2:48][CH2:47][CH2:46][CH2:45]4)[CH2:30]3)[C:9]=2[CH2:25][CH3:26])[CH:16]=[CH:15][CH:14]=1)[C:19]1[CH:24]=[CH:23][CH:22]=[CH:21][CH:20]=1. The catalyst class is: 17. (2) Reactant: [CH2:1]([N:8]1[C:12]([C:13]2[CH:18]=[CH:17][C:16]([F:19])=[CH:15][CH:14]=2)=[N:11][C:10]([NH2:20])=[N:9]1)[C:2]1[CH:7]=[CH:6][CH:5]=[CH:4][CH:3]=1.[CH2:21]([O:28][C:29]1[O:30][C:31](=[O:36])[C:32]([CH3:35])([CH3:34])[N:33]=1)[C:22]1[CH:27]=[CH:26][CH:25]=[CH:24][CH:23]=1. Product: [CH2:21]([O:28][C:29](=[O:30])[NH:33][C:32]([C:31](=[O:36])[NH:20][C:10]1[N:11]=[C:12]([C:13]2[CH:18]=[CH:17][C:16]([F:19])=[CH:15][CH:14]=2)[N:8]([CH2:1][C:2]2[CH:7]=[CH:6][CH:5]=[CH:4][CH:3]=2)[N:9]=1)([CH3:34])[CH3:35])[C:22]1[CH:27]=[CH:26][CH:25]=[CH:24][CH:23]=1. The catalyst class is: 11. (3) Reactant: [Br:1][CH2:2][C@@H:3]([OH:7])[CH2:4][CH2:5][Br:6].N1C=CN=C1.[C:13]([Si:17](Cl)([C:24]1[CH:29]=[CH:28][CH:27]=[CH:26][CH:25]=1)[C:18]1[CH:23]=[CH:22][CH:21]=[CH:20][CH:19]=1)([CH3:16])([CH3:15])[CH3:14].O. Product: [Br:6][CH2:5][CH2:4][C@@H:3]([CH2:2][Br:1])[O:7][Si:17]([C:13]([CH3:16])([CH3:15])[CH3:14])([C:24]1[CH:25]=[CH:26][CH:27]=[CH:28][CH:29]=1)[C:18]1[CH:23]=[CH:22][CH:21]=[CH:20][CH:19]=1. The catalyst class is: 9.